This data is from Catalyst prediction with 721,799 reactions and 888 catalyst types from USPTO. The task is: Predict which catalyst facilitates the given reaction. (1) Reactant: [CH3:1][C:2]1[CH:7]=[CH:6][C:5]([NH2:8])=[CH:4][C:3]=1B1OC(C)(C)C(C)(C)O1.Br[C:19]1[CH:20]=[C:21]2[C:26](=[CH:27][CH:28]=1)[N:25]=[C:24]([NH2:29])[N:23]=[CH:22]2.CCO.C([O-])([O-])=O.[Na+].[Na+]. Product: [NH2:8][C:5]1[CH:6]=[CH:7][C:2]([CH3:1])=[C:3]([C:19]2[CH:20]=[C:21]3[C:26](=[CH:27][CH:28]=2)[N:25]=[C:24]([NH2:29])[N:23]=[CH:22]3)[CH:4]=1. The catalyst class is: 109. (2) Reactant: [CH:1]([O:4][C:5]1[CH:13]=[C:12]2[C:8]([CH:9]=[CH:10][NH:11]2)=[CH:7][C:6]=1[O:14][C:15]1[CH:20]=[CH:19][N:18]=[C:17]([NH:21]C(=O)C)[CH:16]=1)([CH3:3])[CH3:2].C[O-].[Na+].O.C(OCC)(=O)C. Product: [CH:1]([O:4][C:5]1[CH:13]=[C:12]2[C:8]([CH:9]=[CH:10][NH:11]2)=[CH:7][C:6]=1[O:14][C:15]1[CH:20]=[CH:19][N:18]=[C:17]([NH2:21])[CH:16]=1)([CH3:3])[CH3:2]. The catalyst class is: 5. (3) Reactant: [Cl:1][C:2]1[CH:10]=[C:9]2[C:5]([C:6]([C:14]3[N:15]([CH2:25][CH2:26]C(C)(C)C)[CH:16]=[N:17][C:18]=3[C:19]3[CH:24]=[CH:23][CH:22]=[CH:21][CH:20]=3)=[C:7]([C:11]([NH2:13])=O)[NH:8]2)=[CH:4][CH:3]=1.C(O[C:38]([C:40](F)(F)F)=O)(C(F)(F)F)=O. Product: [Cl:1][C:2]1[CH:10]=[C:9]2[C:5]([C:6]([C:14]3[N:15]([CH2:25][C:26]4[CH:40]=[CH:38][C:2]([Cl:1])=[CH:3][CH:4]=4)[CH:16]=[N:17][C:18]=3[C:19]3[CH:24]=[CH:23][CH:22]=[CH:21][CH:20]=3)=[C:7]([C:11]#[N:13])[NH:8]2)=[CH:4][CH:3]=1. The catalyst class is: 2. (4) Reactant: [C:1]([O:5][C:6]([NH:8][CH2:9][C@H:10]1[CH2:15][CH2:14][C@H:13]([CH2:16][NH:17][C:18]([C:20]2[C:29]3[C:24](=[CH:25][CH:26]=[CH:27][CH:28]=3)[N:23]=[C:22]([C:30]3[CH:39]=[CH:38][C:33]([C:34]([O:36]C)=[O:35])=[CH:32][CH:31]=3)[CH:21]=2)=[O:19])[CH2:12][CH2:11]1)=[O:7])([CH3:4])([CH3:3])[CH3:2].[OH-].[Li+]. Product: [C:1]([O:5][C:6]([NH:8][CH2:9][C@H:10]1[CH2:15][CH2:14][C@H:13]([CH2:16][NH:17][C:18]([C:20]2[C:29]3[C:24](=[CH:25][CH:26]=[CH:27][CH:28]=3)[N:23]=[C:22]([C:30]3[CH:31]=[CH:32][C:33]([C:34]([OH:36])=[O:35])=[CH:38][CH:39]=3)[CH:21]=2)=[O:19])[CH2:12][CH2:11]1)=[O:7])([CH3:4])([CH3:2])[CH3:3]. The catalyst class is: 774. (5) Reactant: [NH2:1][C@H:2]([C:6]([OH:8])=[O:7])[CH:3]([CH3:5])[CH3:4].[H-].[Na+].Cl[C:12]1[C:21]2[C:16](=[C:17]([C:22]3[N:26]=[C:25]([C:27]4[CH:32]=[CH:31][C:30]([O:33][CH:34]([CH3:36])[CH3:35])=[C:29]([Cl:37])[CH:28]=4)[O:24][N:23]=3)[CH:18]=[CH:19][CH:20]=2)[CH:15]=[CH:14][N:13]=1. Product: [Cl:37][C:29]1[CH:28]=[C:27]([C:25]2[O:24][N:23]=[C:22]([C:17]3[CH:18]=[CH:19][CH:20]=[C:21]4[C:16]=3[CH:15]=[CH:14][N:13]=[C:12]4[NH:1][C@H:2]([C:6]([OH:8])=[O:7])[CH:3]([CH3:5])[CH3:4])[N:26]=2)[CH:32]=[CH:31][C:30]=1[O:33][CH:34]([CH3:36])[CH3:35]. The catalyst class is: 549. (6) The catalyst class is: 32. Reactant: C([O:3][C:4]([C:6]1([C:9]2[CH:14]=[CH:13][C:12]([C:15]3[CH:20]=[CH:19][C:18]([C:21]4[S:22][C:23]([F:40])=[CH:24][C:25]=4[NH:26][C:27]([O:29][C@@H:30]([C:32]4[CH:37]=[C:36]([F:38])[CH:35]=[CH:34][C:33]=4[F:39])[CH3:31])=[O:28])=[CH:17][C:16]=3[O:41][CH3:42])=[CH:11][CH:10]=2)[CH2:8][CH2:7]1)=[O:5])C.[OH-].[Na+].Cl. Product: [F:39][C:33]1[CH:34]=[CH:35][C:36]([F:38])=[CH:37][C:32]=1[C@H:30]([O:29][C:27]([NH:26][C:25]1[CH:24]=[C:23]([F:40])[S:22][C:21]=1[C:18]1[CH:19]=[CH:20][C:15]([C:12]2[CH:13]=[CH:14][C:9]([C:6]3([C:4]([OH:5])=[O:3])[CH2:8][CH2:7]3)=[CH:10][CH:11]=2)=[C:16]([O:41][CH3:42])[CH:17]=1)=[O:28])[CH3:31]. (7) Reactant: [CH:1]([NH2:4])([CH3:3])[CH3:2].[Cl:5][C:6]1[C:7]([C:17]2[C:22]([F:23])=[CH:21][C:20]([F:24])=[CH:19][C:18]=2[F:25])=[C:8](Cl)[C:9]2[N:10]=[N:11][CH:12]=[CH:13][C:14]=2[N:15]=1.CC(N(C)C)=O. Product: [Cl:5][C:6]1[C:7]([C:17]2[C:22]([F:23])=[CH:21][C:20]([F:24])=[CH:19][C:18]=2[F:25])=[C:8]([NH:4][CH:1]([CH3:3])[CH3:2])[C:9]2[N:10]=[N:11][CH:12]=[CH:13][C:14]=2[N:15]=1. The catalyst class is: 2.